From a dataset of NCI-60 drug combinations with 297,098 pairs across 59 cell lines. Regression. Given two drug SMILES strings and cell line genomic features, predict the synergy score measuring deviation from expected non-interaction effect. (1) Drug 1: C1=CN(C(=O)N=C1N)C2C(C(C(O2)CO)O)O.Cl. Drug 2: COC1=NC(=NC2=C1N=CN2C3C(C(C(O3)CO)O)O)N. Cell line: ACHN. Synergy scores: CSS=39.6, Synergy_ZIP=1.63, Synergy_Bliss=3.18, Synergy_Loewe=-18.7, Synergy_HSA=3.46. (2) Drug 1: CNC(=O)C1=NC=CC(=C1)OC2=CC=C(C=C2)NC(=O)NC3=CC(=C(C=C3)Cl)C(F)(F)F. Drug 2: CC1=C(C(=O)C2=C(C1=O)N3CC4C(C3(C2COC(=O)N)OC)N4)N. Cell line: EKVX. Synergy scores: CSS=7.28, Synergy_ZIP=-5.58, Synergy_Bliss=-3.15, Synergy_Loewe=-0.739, Synergy_HSA=-0.310. (3) Drug 1: C1=CC(=CC=C1CC(C(=O)O)N)N(CCCl)CCCl.Cl. Drug 2: CC1=C(C(CCC1)(C)C)C=CC(=CC=CC(=CC(=O)O)C)C. Cell line: NCI-H522. Synergy scores: CSS=12.9, Synergy_ZIP=-4.29, Synergy_Bliss=-1.95, Synergy_Loewe=-0.872, Synergy_HSA=0.0264. (4) Drug 1: C(=O)(N)NO. Drug 2: C1=NC2=C(N=C(N=C2N1C3C(C(C(O3)CO)O)F)Cl)N. Cell line: K-562. Synergy scores: CSS=14.5, Synergy_ZIP=-5.87, Synergy_Bliss=-5.79, Synergy_Loewe=-19.7, Synergy_HSA=-5.67. (5) Drug 1: CCN(CC)CCNC(=O)C1=C(NC(=C1C)C=C2C3=C(C=CC(=C3)F)NC2=O)C. Drug 2: CC1=C(N=C(N=C1N)C(CC(=O)N)NCC(C(=O)N)N)C(=O)NC(C(C2=CN=CN2)OC3C(C(C(C(O3)CO)O)O)OC4C(C(C(C(O4)CO)O)OC(=O)N)O)C(=O)NC(C)C(C(C)C(=O)NC(C(C)O)C(=O)NCCC5=NC(=CS5)C6=NC(=CS6)C(=O)NCCC[S+](C)C)O. Cell line: SK-MEL-2. Synergy scores: CSS=35.0, Synergy_ZIP=-5.50, Synergy_Bliss=-9.93, Synergy_Loewe=-14.6, Synergy_HSA=-1.53.